From a dataset of Forward reaction prediction with 1.9M reactions from USPTO patents (1976-2016). Predict the product of the given reaction. (1) Given the reactants Br[CH2:2][CH2:3][CH2:4][CH2:5][N:6]1[C:10](=[O:11])[C:9]2=[CH:12][CH:13]=[CH:14][CH:15]=[C:8]2[C:7]1=[O:16].[CH2:17]([N:24]1[CH2:29][CH2:28][NH:27][CH2:26][CH2:25]1)[C:18]1[CH:23]=[CH:22][CH:21]=[CH:20][CH:19]=1, predict the reaction product. The product is: [CH2:17]([N:24]1[CH2:29][CH2:28][N:27]([CH2:2][CH2:3][CH2:4][CH2:5][N:6]2[C:10](=[O:11])[C:9]3[C:8](=[CH:15][CH:14]=[CH:13][CH:12]=3)[C:7]2=[O:16])[CH2:26][CH2:25]1)[C:18]1[CH:19]=[CH:20][CH:21]=[CH:22][CH:23]=1. (2) Given the reactants [N:1]1[CH:6]=[CH:5][CH:4]=[N:3][C:2]=1[N:7]1[CH2:12][CH2:11][N:10]([C:13]2[CH:18]=[CH:17][C:16]([C:19]3[S:23][C:22]([C:24]4[CH:32]=[CH:31][C:27]([C:28]([OH:30])=[O:29])=[CH:26][CH:25]=4)=[N:21][N:20]=3)=[CH:15][CH:14]=2)[CH2:9][CH2:8]1.F[P-](F)(F)(F)(F)F.[N:40]1(OC(N(C)C)=[N+](C)C)[C:44]2[CH:45]=[CH:46][CH:47]=[CH:48][C:43]=2[N:42]=[N:41]1.C(N(CC)C(C)C)(C)C, predict the reaction product. The product is: [N:3]1[CH:4]=[CH:5][CH:6]=[N:1][C:2]=1[N:7]1[CH2:12][CH2:11][N:10]([C:13]2[CH:14]=[CH:15][C:16]([C:19]3[S:23][C:22]([C:24]4[CH:32]=[CH:31][C:27]([C:28]([O:30][N:40]5[C:44]6[CH:45]=[CH:46][CH:47]=[CH:48][C:43]=6[N:42]=[N:41]5)=[O:29])=[CH:26][CH:25]=4)=[N:21][N:20]=3)=[CH:17][CH:18]=2)[CH2:9][CH2:8]1.